From a dataset of Reaction yield outcomes from USPTO patents with 853,638 reactions. Predict the reaction yield, written as a fraction of the theoretical maximum amount of product (1.0 means a 100% yield; for example, 0.34 means a 34% yield). (1) The reactants are [CH3:1][O:2][C:3]1[CH:4]=[C:5]([CH:23]=[C:24]([O:28][CH3:29])[C:25]=1[O:26][CH3:27])[C:6]([C:8]1[C:12]2[CH:13]=[CH:14][C:15]([O:21][CH3:22])=[C:16]([O:17]C(C)C)[C:11]=2[O:10][CH:9]=1)=[O:7].[Cl-].[Al+3].[Cl-].[Cl-]. The catalyst is ClCCl. The product is [CH3:1][O:2][C:3]1[CH:4]=[C:5]([CH:23]=[C:24]([O:28][CH3:29])[C:25]=1[O:26][CH3:27])[C:6]([C:8]1[C:12]2[CH:13]=[CH:14][C:15]([O:21][CH3:22])=[C:16]([OH:17])[C:11]=2[O:10][CH:9]=1)=[O:7]. The yield is 0.860. (2) The reactants are I[C:2]1[CH:17]=[CH:16][C:5]([C:6]([O:8][CH2:9][CH2:10][CH2:11][CH2:12][CH2:13][CH2:14][CH3:15])=[O:7])=[CH:4][CH:3]=1.[CH3:18][Si:19]([C:22]#[CH:23])([CH3:21])[CH3:20]. The catalyst is C(N(CC)CC)C.Cl[Pd](Cl)([P](C1C=CC=CC=1)(C1C=CC=CC=1)C1C=CC=CC=1)[P](C1C=CC=CC=1)(C1C=CC=CC=1)C1C=CC=CC=1.[Cu]I.C1(P(C2C=CC=CC=2)C2C=CC=CC=2)C=CC=CC=1. The product is [CH3:18][Si:19]([C:22]#[C:23][C:2]1[CH:17]=[CH:16][C:5]([C:6]([O:8][CH2:9][CH2:10][CH2:11][CH2:12][CH2:13][CH2:14][CH3:15])=[O:7])=[CH:4][CH:3]=1)([CH3:21])[CH3:20]. The yield is 0.980. (3) The reactants are [B:10]1([B:10]2[O:14][C:13]([CH3:16])([CH3:15])[C:12]([CH3:18])([CH3:17])[O:11]2)[O:14][C:13]([CH3:16])([CH3:15])[C:12]([CH3:18])([CH3:17])[O:11]1.Br[C:20]1[CH:32]=[CH:31][C:23]([CH:24]=[CH:25][C:26]([O:28][CH2:29][CH3:30])=[O:27])=[CH:22][CH:21]=1.C([O-])(=O)C.[K+].O. The catalyst is CN(C)C=O.C1C=CC(P(C2C=CC=CC=2)[C-]2C=CC=C2)=CC=1.C1C=CC(P(C2C=CC=CC=2)[C-]2C=CC=C2)=CC=1.Cl[Pd]Cl.[Fe+2]. The product is [CH3:16][C:13]1([CH3:15])[C:12]([CH3:17])([CH3:18])[O:11][B:10]([C:20]2[CH:32]=[CH:31][C:23]([CH:24]=[CH:25][C:26]([O:28][CH2:29][CH3:30])=[O:27])=[CH:22][CH:21]=2)[O:14]1. The yield is 0.980. (4) The reactants are [Cl:1][C:2]1[CH:8]=[CH:7][C:5]([NH2:6])=[C:4]([I:9])[CH:3]=1.[CH:10]1[CH:15]=[CH:14][C:13]([CH:16](Br)[C:17]2[CH:22]=[CH:21][CH:20]=[CH:19][CH:18]=2)=[CH:12][CH:11]=1.CCN(C(C)C)C(C)C. The catalyst is CN(C=O)C. The product is [CH:16]([NH:6][C:5]1[CH:7]=[CH:8][C:2]([Cl:1])=[CH:3][C:4]=1[I:9])([C:13]1[CH:14]=[CH:15][CH:10]=[CH:11][CH:12]=1)[C:17]1[CH:22]=[CH:21][CH:20]=[CH:19][CH:18]=1. The yield is 0.970. (5) The reactants are [CH2:1]([N:5]1[CH:9]=[C:8]([C:10]2[CH:15]=[CH:14][C:13]([F:16])=[CH:12][CH:11]=2)[N:7]=[N:6]1)[CH2:2][C:3]#[CH:4].Br[C:18]1[CH:23]=[CH:22][CH:21]=[C:20]([CH2:24][F:25])[N:19]=1. No catalyst specified. The product is [F:25][CH2:24][C:20]1[CH:21]=[CH:22][CH:23]=[C:18]([C:4]#[C:3][CH2:2][CH2:1][N:5]2[CH:9]=[C:8]([C:10]3[CH:11]=[CH:12][C:13]([F:16])=[CH:14][CH:15]=3)[N:7]=[N:6]2)[N:19]=1. The yield is 0.210. (6) The reactants are C[CH:2]([CH2:6][C@H:7]([C@@H:9]1[C@:26]2([CH3:27])[C@H:12]([C@H:13]3[C@H:23]([CH2:24][C@@H:25]2[OH:28])[C@:21]2([CH3:22])[C@@H:16]([CH2:17][C@@H:18]([O:29][CH2:30][CH2:31][N:32]([C:34]4[CH:39]=[CH:38][C:37]([C@H:40]5[CH2:57][C@@:55]6([CH3:56])[C@@H:51]([CH2:52][CH2:53][C@:54]6([OH:61])[C:58]#[C:59][CH3:60])[C@H:50]6[C:41]5=[C:42]5[C:47]([CH2:48][CH2:49]6)=[CH:46][C:45](=[O:62])[CH2:44][CH2:43]5)=[CH:36][C:35]=4[F:63])[CH3:33])[CH2:19][CH2:20]2)[CH2:15][C@H:14]3[OH:64])[CH2:11][CH2:10]1)[CH3:8])[C:3]([OH:5])=[O:4].[Li+].[OH-]. The catalyst is C1COCC1.CO. The product is [OH:64][C@@H:14]1[CH2:15][C@H:16]2[C@:21]([CH3:22])([CH2:20][CH2:19][C@H:18]([O:29][CH2:30][CH2:31][N:32]([C:34]3[CH:39]=[CH:38][C:37]([C@H:40]4[CH2:57][C@@:55]5([CH3:56])[C@@H:51]([CH2:52][CH2:53][C@:54]5([OH:61])[C:58]#[C:59][CH3:60])[C@H:50]5[C:41]4=[C:42]4[C:47]([CH2:48][CH2:49]5)=[CH:46][C:45](=[O:62])[CH2:44][CH2:43]4)=[CH:36][C:35]=3[F:63])[CH3:33])[CH2:17]2)[C@@H:23]2[C@@H:13]1[C@H:12]1[C@:26]([CH3:27])([C@@H:25]([OH:28])[CH2:24]2)[C@@H:9]([C@H:7]([CH3:8])[CH2:6][CH2:2][C:3]([OH:5])=[O:4])[CH2:10][CH2:11]1. The yield is 0.980. (7) The reactants are [C:1]([C:3]1[CH:8]=[CH:7][CH:6]=[CH:5][C:4]=1[C:9]1[CH:14]=[CH:13][C:12]([CH2:15][C:16]2[C:17](=[O:43])[N:18]([C@H:28]3[CH2:33][CH2:32][C@H:31]([O:34][CH2:35]C(OC(C)(C)C)=O)[CH2:30][CH2:29]3)[C:19]3[N:20]([N:25]=[CH:26][CH:27]=3)[C:21]=2[CH2:22][CH2:23][CH3:24])=[CH:11][CH:10]=1)#[N:2].C[Mg]Br.[Cl-].[NH4+]. The catalyst is O1CCCC1.C(OCC)(=O)C. The product is [OH:34][C:31]([CH3:32])([CH3:30])[CH2:35][O:34][C@H:31]1[CH2:32][CH2:33][C@H:28]([N:18]2[C:17](=[O:43])[C:16]([CH2:15][C:12]3[CH:13]=[CH:14][C:9]([C:4]4[C:3]([C:1]#[N:2])=[CH:8][CH:7]=[CH:6][CH:5]=4)=[CH:10][CH:11]=3)=[C:21]([CH2:22][CH2:23][CH3:24])[N:20]3[N:25]=[CH:26][CH:27]=[C:19]23)[CH2:29][CH2:30]1. The yield is 0.910.